From a dataset of Reaction yield outcomes from USPTO patents with 853,638 reactions. Predict the reaction yield, written as a fraction of the theoretical maximum amount of product (1.0 means a 100% yield; for example, 0.34 means a 34% yield). (1) The reactants are [CH3:1][O:2][C:3]1[CH:8]=[CH:7][C:6]([C:9]([C:11]2[CH:16]=[CH:15][C:14]([O:17][CH3:18])=[CH:13][CH:12]=2)=O)=[CH:5][CH:4]=1.[H-].[Na+].O1C2C=CC(C(C3C=C(OC)C=C(OC)C=3)=[CH:32][C:33]#[N:34])=CC=2OCC1. The catalyst is C1COCC1. The product is [CH3:1][O:2][C:3]1[CH:8]=[CH:7][C:6]([C:9]([C:11]2[CH:16]=[CH:15][C:14]([O:17][CH3:18])=[CH:13][CH:12]=2)=[CH:32][C:33]#[N:34])=[CH:5][CH:4]=1. The yield is 0.690. (2) The reactants are [C:1]([C:4]1[CH:9]=[CH:8][C:7]([C:10]([F:13])([F:12])[F:11])=[CH:6][C:5]=1[NH:14][S:15]([C:18]([F:21])([F:20])[F:19])(=[O:17])=[O:16])(=O)[CH3:2].Cl.[F:23][C:24]1[CH:29]=[CH:28][C:27]([O:30][NH2:31])=[CH:26][CH:25]=1.CC([O-])=O.[Na+]. The catalyst is CCO. The product is [F:23][C:24]1[CH:29]=[CH:28][C:27]([O:30][N:31]=[C:1]([C:4]2[CH:9]=[CH:8][C:7]([C:10]([F:11])([F:13])[F:12])=[CH:6][C:5]=2[NH:14][S:15]([C:18]([F:21])([F:19])[F:20])(=[O:17])=[O:16])[CH3:2])=[CH:26][CH:25]=1. The yield is 0.810. (3) The reactants are [NH2:1][CH2:2][C@@H:3]1[CH2:7][CH2:6][N:5]([C:8]2[C:17]3[C:12](=[CH:13][C:14]([CH3:18])=[CH:15][CH:16]=3)[N:11]=[C:10]([C:19]3[CH:24]=[CH:23][CH:22]=[CH:21][C:20]=3[OH:25])[N:9]=2)[CH2:4]1.C(N(CC)CC)C.Cl[C:34]([O:36][CH2:37][CH2:38][CH3:39])=[O:35]. The catalyst is C(Cl)Cl. The product is [OH:25][C:20]1[CH:21]=[CH:22][CH:23]=[CH:24][C:19]=1[C:10]1[N:9]=[C:8]([N:5]2[CH2:6][CH2:7][C@@H:3]([CH2:2][NH:1][C:34](=[O:35])[O:36][CH2:37][CH2:38][CH3:39])[CH2:4]2)[C:17]2[C:12](=[CH:13][C:14]([CH3:18])=[CH:15][CH:16]=2)[N:11]=1. The yield is 0.620. (4) The reactants are [CH3:1][O:2][C:3](=[O:18])[C:4]1[CH:9]=[CH:8][C:7]([CH:10]=[C:11]2[S:15][C:14](=[O:16])[NH:13][C:12]2=[O:17])=[CH:6][CH:5]=1. The catalyst is CO.[Pd]. The product is [CH3:1][O:2][C:3](=[O:18])[C:4]1[CH:5]=[CH:6][C:7]([CH2:10][CH:11]2[S:15][C:14](=[O:16])[NH:13][C:12]2=[O:17])=[CH:8][CH:9]=1. The yield is 0.920. (5) The reactants are Cl[C:2]1[N:7]=[CH:6][C:5]([O:8][CH3:9])=[CH:4][N:3]=1.[OH:10][C:11]1[CH:16]=[C:15]([CH3:17])[C:14]([C:18](=[O:20])[CH3:19])=[C:13]([CH3:21])[CH:12]=1.C(=O)([O-])[O-].[K+].[K+]. The catalyst is CN(C=O)C.CCOC(C)=O.[Cu]. The product is [CH3:9][O:8][C:5]1[CH:4]=[N:3][C:2]([O:10][C:11]2[CH:12]=[C:13]([CH3:21])[C:14]([C:18](=[O:20])[CH3:19])=[C:15]([CH3:17])[CH:16]=2)=[N:7][CH:6]=1. The yield is 0.240.